This data is from Reaction yield outcomes from USPTO patents with 853,638 reactions. The task is: Predict the reaction yield, written as a fraction of the theoretical maximum amount of product (1.0 means a 100% yield; for example, 0.34 means a 34% yield). (1) The reactants are [Si]([O:8][CH2:9][C@H:10]1[CH2:15][CH2:14][C@H:13]([N:16]2[C:21]3[C:22]4[CH:28]=[CH:27][N:26]([CH2:29][O:30][CH2:31][CH2:32][Si:33]([CH3:36])([CH3:35])[CH3:34])[C:23]=4[N:24]=[CH:25][C:20]=3[C:19](=[O:37])[N:18]([CH:38]3[CH2:40][CH2:39]3)[CH2:17]2)[CH2:12][CH2:11]1)(C(C)(C)C)(C)C.Cl.C(=O)([O-])O.[Na+]. The catalyst is O1CCOCC1. The product is [CH:38]1([N:18]2[C:19](=[O:37])[C:20]3[CH:25]=[N:24][C:23]4[N:26]([CH2:29][O:30][CH2:31][CH2:32][Si:33]([CH3:36])([CH3:35])[CH3:34])[CH:27]=[CH:28][C:22]=4[C:21]=3[N:16]([C@H:13]3[CH2:12][CH2:11][C@H:10]([CH2:9][OH:8])[CH2:15][CH2:14]3)[CH2:17]2)[CH2:39][CH2:40]1. The yield is 0.900. (2) The reactants are [CH:1](=[O:8])[C:2]1[CH:7]=[CH:6][CH:5]=[CH:4][CH:3]=1.[Li][CH2:10][CH2:11][CH2:12][CH3:13].[SiH:14](Cl)([CH:18]([CH3:20])[CH3:19])[CH:15]([CH3:17])[CH3:16]. The catalyst is CCOCC. The product is [CH2:10]([CH:1]1[O:8][Si:14]([CH:18]([CH3:20])[CH3:19])([CH:15]([CH3:17])[CH3:16])[C:3]2[CH:4]=[CH:5][CH:6]=[CH:7][C:2]1=2)[CH2:11][CH2:12][CH3:13]. The yield is 0.740. (3) The reactants are Cl[CH2:2][C:3]1[N:8]=[N:7][C:6]([C:9]2[S:10][CH:11]=[CH:12][N:13]=2)=[CH:5][CH:4]=1.[N-:14]=[N+:15]=[N-:16].[Na+].O. The catalyst is CN(C=O)C. The product is [N:14]([CH2:2][C:3]1[N:8]=[N:7][C:6]([C:9]2[S:10][CH:11]=[CH:12][N:13]=2)=[CH:5][CH:4]=1)=[N+:15]=[N-:16]. The yield is 0.850.